From a dataset of Reaction yield outcomes from USPTO patents with 853,638 reactions. Predict the reaction yield, written as a fraction of the theoretical maximum amount of product (1.0 means a 100% yield; for example, 0.34 means a 34% yield). The reactants are BrCCCCC(C)(C1C=CC(C)=CC=1)CO.[Br:17][CH2:18][CH2:19][CH2:20][C:21]([CH3:33])([C:27]1[CH:32]=[CH:31][CH:30]=[CH:29][CH:28]=1)[C:22](OCC)=[O:23].[Li+].[BH4-].CO. The catalyst is C(Cl)Cl. The product is [Br:17][CH2:18][CH2:19][CH2:20][C:21]([CH3:33])([C:27]1[CH:32]=[CH:31][CH:30]=[CH:29][CH:28]=1)[CH2:22][OH:23]. The yield is 0.980.